This data is from Forward reaction prediction with 1.9M reactions from USPTO patents (1976-2016). The task is: Predict the product of the given reaction. (1) The product is: [Cl:18][C:16]1[C:17]2[C:9]([CH2:8][CH2:7][NH:55][CH2:57][CH:62]([CH3:64])[CH3:48])=[CH:10][N:11]([CH2:37][C:38]3[C:43]([CH3:44])=[C:42]([O:45][CH3:46])[C:41]([CH3:47])=[CH:40][N:39]=3)[C:12]=2[N:13]=[C:14]([NH2:19])[N:15]=1. Given the reactants C([Si](C1C=CC=CC=1)(C1C=CC=CC=1)O[CH2:7][CH2:8][C:9]1[C:17]2[C:16]([Cl:18])=[N:15][C:14]([NH:19]C(=O)C)=[N:13][C:12]=2[NH:11][CH:10]=1)(C)(C)C.Cl.Cl[CH2:37][C:38]1[C:43]([CH3:44])=[C:42]([O:45][CH3:46])[C:41]([CH3:47])=[CH:40][N:39]=1.[C:48]([O-])([O-])=O.[K+].[K+].C[N:55]([CH:57]=O)C.CCO[C:62]([CH3:64])=O.O, predict the reaction product. (2) The product is: [CH3:22][S:23]([C:26]1[CH:31]=[CH:30][C:29]([C:2]2[CH:7]=[CH:6][C:5]([S:8][CH2:9][CH:10]3[CH2:15][CH2:14][N:13]([C:16]([O:18][CH:19]([CH3:21])[CH3:20])=[O:17])[CH2:12][CH2:11]3)=[CH:4][CH:3]=2)=[CH:28][CH:27]=1)(=[O:25])=[O:24]. Given the reactants Br[C:2]1[CH:7]=[CH:6][C:5]([S:8][CH2:9][CH:10]2[CH2:15][CH2:14][N:13]([C:16]([O:18][CH:19]([CH3:21])[CH3:20])=[O:17])[CH2:12][CH2:11]2)=[CH:4][CH:3]=1.[CH3:22][S:23]([C:26]1[CH:31]=[CH:30][C:29](B(O)O)=[CH:28][CH:27]=1)(=[O:25])=[O:24].C([O-])([O-])=O.[Na+].[Na+], predict the reaction product. (3) Given the reactants [C:1]([CH2:4][C:5]1[CH:41]=[CH:40][C:8]([CH2:9][CH2:10][CH2:11][NH:12][C:13]2[CH:18]=[C:17]([O:19][CH3:20])[C:16]([O:21][CH3:22])=[CH:15][C:14]=2[C@@H:23]2[CH2:32][CH2:31][C:30]3[CH:29]=[C:28]([O:33]C(=O)C(C)(C)C)[CH:27]=[CH:26][C:25]=3[CH2:24]2)=[CH:7][CH:6]=1)(O)=O.[CH2:42]([NH:46][CH3:47])[CH2:43][CH2:44][CH3:45], predict the reaction product. The product is: [CH2:42]([N:46]([CH3:47])[CH2:1][CH2:4][C:5]1[CH:6]=[CH:7][C:8]([CH2:9][CH2:10][CH2:11][NH:12][C:13]2[CH:18]=[C:17]([O:19][CH3:20])[C:16]([O:21][CH3:22])=[CH:15][C:14]=2[C@@H:23]2[CH2:32][CH2:31][C:30]3[CH:29]=[C:28]([OH:33])[CH:27]=[CH:26][C:25]=3[CH2:24]2)=[CH:40][CH:41]=1)[CH2:43][CH2:44][CH3:45]. (4) Given the reactants CS([O:5][CH2:6][C:7]1[CH:8]=[C:9]2[C:14](=[CH:15][CH:16]=1)[N:13]=[CH:12][CH:11]=[CH:10]2)(=O)=O.[OH-].[Na+].[C:19]([O:23][C:24](O[C:24]([O:23][C:19]([CH3:22])([CH3:21])[CH3:20])=[O:25])=[O:25])([CH3:22])([CH3:21])[CH3:20], predict the reaction product. The product is: [C:19]([O:23][C:24]([N:13]1[C:14]2[C:9](=[CH:8][C:7]([CH2:6][OH:5])=[CH:16][CH:15]=2)[CH2:10][CH2:11][CH2:12]1)=[O:25])([CH3:22])([CH3:21])[CH3:20]. (5) Given the reactants [C:1]([C:3]1[N:8]=[C:7]([N:9]([CH3:19])[CH2:10][CH:11]2[CH2:18][CH2:17][C:14]3([CH2:16][CH2:15]3)[CH2:13][CH2:12]2)[C:6]([C:20](O)=[O:21])=[CH:5][N:4]=1)#[N:2].[C:23]1([CH2:29][C@@H:30]([NH2:37])[CH2:31][N:32]2[CH2:36][CH2:35][CH2:34][CH2:33]2)[CH:28]=[CH:27][CH:26]=[CH:25][CH:24]=1.CCN=C=NCCCN(C)C.Cl.C1C=NC2N(O)N=NC=2C=1, predict the reaction product. The product is: [C:23]1([CH2:29][C@@H:30]([NH:37][C:20]([C:6]2[C:7]([N:9]([CH3:19])[CH2:10][CH:11]3[CH2:18][CH2:17][C:14]4([CH2:15][CH2:16]4)[CH2:13][CH2:12]3)=[N:8][C:3]([C:1]#[N:2])=[N:4][CH:5]=2)=[O:21])[CH2:31][N:32]2[CH2:36][CH2:35][CH2:34][CH2:33]2)[CH:24]=[CH:25][CH:26]=[CH:27][CH:28]=1. (6) The product is: [CH3:1][O:2][C:3](=[O:27])[C:4]1[CH:9]=[CH:8][C:7]([S:10]([N:13]2[C:21]3[C:16](=[CH:17][CH:18]=[CH:19][CH:20]=3)[C:15]([CH:22]3[CH2:23][CH2:24][CH2:25][CH2:26]3)=[CH:14]2)(=[O:11])=[O:12])=[CH:6][CH:5]=1. Given the reactants [CH3:1][O:2][C:3](=[O:27])[C:4]1[CH:9]=[CH:8][C:7]([S:10]([N:13]2[C:21]3[C:16](=[CH:17][CH:18]=[CH:19][CH:20]=3)[C:15]([C:22]3[CH2:26][CH2:25][CH2:24][CH:23]=3)=[CH:14]2)(=[O:12])=[O:11])=[CH:6][CH:5]=1, predict the reaction product.